Predict the reactants needed to synthesize the given product. From a dataset of Full USPTO retrosynthesis dataset with 1.9M reactions from patents (1976-2016). (1) The reactants are: CS(O)(=O)=O.CS(O)(=O)=O.[NH2:11][C@H:12]1[C:26](=[O:27])[N:25]([CH2:28][C:29]([F:32])([F:31])[F:30])[CH2:24][C:15]2[C:16]3[CH:17]=[N:18][NH:19][C:20]=3[C:21]([Cl:23])=[CH:22][C:14]=2[CH2:13]1.[O:33]=[C:34]1[NH:42][C:37]2=[N:38][CH:39]=[CH:40][CH:41]=[C:36]2[C:35]21[CH2:50][C:49]1[C:44](=[CH:45][CH:46]=[C:47]([C:51](O)=[O:52])[CH:48]=1)[CH2:43]2.C(N(CC)C(C)C)(C)C.C1C=CC2N(O)N=NC=2C=1.C(Cl)CCl. Given the product [Cl:23][C:21]1[C:20]2[NH:19][N:18]=[CH:17][C:16]=2[C:15]2[CH2:24][N:25]([CH2:28][C:29]([F:31])([F:30])[F:32])[C:26](=[O:27])[C@H:12]([NH:11][C:51]([C:47]3[CH:48]=[C:49]4[C:44](=[CH:45][CH:46]=3)[CH2:43][C:35]3([C:36]5[C:37](=[N:38][CH:39]=[CH:40][CH:41]=5)[NH:42][C:34]3=[O:33])[CH2:50]4)=[O:52])[CH2:13][C:14]=2[CH:22]=1, predict the reactants needed to synthesize it. (2) The reactants are: [C:1]([O:5][C:6](=[O:44])[CH2:7][CH2:8][C:9]1[CH:14]=[CH:13][C:12]([O:15][Si](C(C)(C)C)(C2C=CC=CC=2)C2C=CC=CC=2)=[CH:11][C:10]=1[CH2:33][O:34][C:35](=[O:43])[NH:36][CH:37]1[CH2:42][CH2:41][CH2:40][CH2:39][CH2:38]1)([CH3:4])([CH3:3])[CH3:2].[F-].C([N+](CCCC)(CCCC)CCCC)CCC. Given the product [C:1]([O:5][C:6](=[O:44])[CH2:7][CH2:8][C:9]1[CH:14]=[CH:13][C:12]([OH:15])=[CH:11][C:10]=1[CH2:33][O:34][C:35](=[O:43])[NH:36][CH:37]1[CH2:42][CH2:41][CH2:40][CH2:39][CH2:38]1)([CH3:4])([CH3:2])[CH3:3], predict the reactants needed to synthesize it. (3) Given the product [CH2:42]([O:49][C:50](=[O:71])[C@@:51]([CH2:69][OH:70])([CH3:68])[CH2:52][C@H:53]([NH:67][C:6]([C:4]1[NH:3][N:2]=[N:1][CH:5]=1)=[O:8])[CH2:54][C:55]1[CH:56]=[CH:57][C:58]([C:61]2[CH:66]=[CH:65][CH:64]=[CH:63][CH:62]=2)=[CH:59][CH:60]=1)[C:43]1[CH:44]=[CH:45][CH:46]=[CH:47][CH:48]=1, predict the reactants needed to synthesize it. The reactants are: [NH:1]1[CH:5]=[C:4]([C:6]([OH:8])=O)[N:3]=[N:2]1.CCN(C(C)C)C(C)C.CN(C(ON1N=NC2C=CC=NC1=2)=[N+](C)C)C.F[P-](F)(F)(F)(F)F.[CH2:42]([O:49][C:50](=[O:71])[C@@:51]([CH2:69][OH:70])([CH3:68])[CH2:52][C@H:53]([NH2:67])[CH2:54][C:55]1[CH:60]=[CH:59][C:58]([C:61]2[CH:66]=[CH:65][CH:64]=[CH:63][CH:62]=2)=[CH:57][CH:56]=1)[C:43]1[CH:48]=[CH:47][CH:46]=[CH:45][CH:44]=1. (4) Given the product [NH2:1][C:4]1[CH:18]=[CH:17][C:7]([O:8][C:9]2[CH:10]=[C:11]([CH:14]=[CH:15][CH:16]=2)[C:12]#[N:13])=[CH:6][C:5]=1[CH2:19][NH:20][CH2:21][CH2:22][CH3:23], predict the reactants needed to synthesize it. The reactants are: [N+:1]([C:4]1[CH:18]=[CH:17][C:7]([O:8][C:9]2[CH:10]=[C:11]([CH:14]=[CH:15][CH:16]=2)[C:12]#[N:13])=[CH:6][C:5]=1[CH2:19][NH:20][CH2:21][CH2:22][CH3:23])([O-])=O.S1C=CC=C1.O=[Si]=O. (5) The reactants are: C([O:3][C:4](=[O:31])[CH2:5][C@@H:6]([C:24]1[CH:25]=[N:26][C:27]([CH3:30])=[N:28][CH:29]=1)[CH2:7][CH2:8][CH2:9][CH2:10][CH2:11][CH2:12][C:13]1[CH:14]=[CH:15][C:16]2[CH2:22][CH2:21][CH2:20][CH2:19][NH:18][C:17]=2[N:23]=1)C.[OH-].[Na+]. Given the product [CH3:30][C:27]1[N:26]=[CH:25][C:24]([C@@H:6]([CH2:7][CH2:8][CH2:9][CH2:10][CH2:11][CH2:12][C:13]2[CH:14]=[CH:15][C:16]3[CH2:22][CH2:21][CH2:20][CH2:19][NH:18][C:17]=3[N:23]=2)[CH2:5][C:4]([OH:31])=[O:3])=[CH:29][N:28]=1, predict the reactants needed to synthesize it. (6) Given the product [N:1]1([CH2:12][C:11]2[CH:14]=[CH:15][CH:16]=[CH:17][C:10]=2[C:8]#[N:9])[CH:5]=[CH:4][N:3]=[CH:2]1, predict the reactants needed to synthesize it. The reactants are: [NH:1]1[CH:5]=[CH:4][N:3]=[CH:2]1.[H-].[Na+].[C:8]([C:10]1[CH:17]=[CH:16][CH:15]=[CH:14][C:11]=1[CH2:12]Br)#[N:9].O.